The task is: Regression. Given two drug SMILES strings and cell line genomic features, predict the synergy score measuring deviation from expected non-interaction effect.. This data is from NCI-60 drug combinations with 297,098 pairs across 59 cell lines. (1) Drug 1: CC1OCC2C(O1)C(C(C(O2)OC3C4COC(=O)C4C(C5=CC6=C(C=C35)OCO6)C7=CC(=C(C(=C7)OC)O)OC)O)O. Cell line: HOP-92. Drug 2: COC1=NC(=NC2=C1N=CN2C3C(C(C(O3)CO)O)O)N. Synergy scores: CSS=20.1, Synergy_ZIP=-5.62, Synergy_Bliss=2.39, Synergy_Loewe=-13.8, Synergy_HSA=2.54. (2) Drug 1: C1=CC(=CC=C1CC(C(=O)O)N)N(CCCl)CCCl.Cl. Drug 2: C1CCC(C(C1)N)N.C(=O)(C(=O)[O-])[O-].[Pt+4]. Cell line: SK-MEL-5. Synergy scores: CSS=12.8, Synergy_ZIP=-3.74, Synergy_Bliss=0.236, Synergy_Loewe=-5.15, Synergy_HSA=-3.37.